This data is from Full USPTO retrosynthesis dataset with 1.9M reactions from patents (1976-2016). The task is: Predict the reactants needed to synthesize the given product. (1) Given the product [OH2:10].[NH:11]([C:2]1[CH:9]=[CH:8][C:5]([C:6]#[N:7])=[CH:4][N:3]=1)[NH2:12], predict the reactants needed to synthesize it. The reactants are: Cl[C:2]1[CH:9]=[CH:8][C:5]([C:6]#[N:7])=[CH:4][N:3]=1.[OH2:10].[NH2:11][NH2:12]. (2) Given the product [Cl:1][C:2]1[CH:7]=[CH:6][C:5]([C:8]2[CH:9]=[CH:10][C:11]([CH3:15])=[C:12]([Br:20])[CH:14]=2)=[CH:4][CH:3]=1, predict the reactants needed to synthesize it. The reactants are: [Cl:1][C:2]1[CH:7]=[CH:6][C:5]([C:8]2[CH:9]=[CH:10][C:11]([CH3:15])=[C:12]([CH:14]=2)N)=[CH:4][CH:3]=1.N([O-])=O.[Na+].[BrH:20]. (3) Given the product [C:19]([O:1][CH:2]([C:8]1[C:13]([C:14]([F:16])([F:17])[F:15])=[CH:12][CH:11]=[CH:10][C:9]=1[OH:18])[C:3]([O:5][CH2:6][CH3:7])=[O:4])([CH3:22])([CH3:21])[CH3:20], predict the reactants needed to synthesize it. The reactants are: [OH:1][CH:2]([C:8]1[C:13]([C:14]([F:17])([F:16])[F:15])=[CH:12][CH:11]=[CH:10][C:9]=1[OH:18])[C:3]([O:5][CH2:6][CH3:7])=[O:4].[C:19](Br)([CH3:22])([CH3:21])[CH3:20]. (4) The reactants are: [CH3:1][C:2]1[N:3]=[C:4]([S:14][CH3:15])[NH:5][C:6](=O)[C:7]=1[C:8]([O:10][CH2:11][CH3:12])=[O:9].P(Cl)(Cl)([Cl:18])=O. Given the product [Cl:18][C:6]1[C:7]([C:8]([O:10][CH2:11][CH3:12])=[O:9])=[C:2]([CH3:1])[N:3]=[C:4]([S:14][CH3:15])[N:5]=1, predict the reactants needed to synthesize it. (5) Given the product [Cl:1][C:2]1[N:7]=[C:6]([NH:8][C@H:9]([CH2:12][CH3:13])[CH2:10][OH:11])[C:5]([C:16]2[S:15][CH:19]=[CH:18][CH:17]=2)=[CH:4][N:3]=1, predict the reactants needed to synthesize it. The reactants are: [Cl:1][C:2]1[N:7]=[C:6]([NH:8][C@H:9]([CH2:12][CH3:13])[CH2:10][OH:11])[C:5](Br)=[CH:4][N:3]=1.[S:15]1[CH:19]=[CH:18][CH:17]=[C:16]1B(O)O.